Dataset: Full USPTO retrosynthesis dataset with 1.9M reactions from patents (1976-2016). Task: Predict the reactants needed to synthesize the given product. Given the product [CH2:1]([O:3][C:4](=[O:23])[C:5]([CH2:6][C:7]1([C:9]2[CH:14]=[C:13]([F:15])[CH:12]=[CH:11][C:10]=2[O:16][CH3:17])[CH2:27][CH2:8]1)([OH:22])[C:18]([F:19])([F:20])[F:21])[CH3:2], predict the reactants needed to synthesize it. The reactants are: [CH2:1]([O:3][C:4](=[O:23])[C:5]([OH:22])([C:18]([F:21])([F:20])[F:19])[CH2:6][C:7]([C:9]1[CH:14]=[C:13]([F:15])[CH:12]=[CH:11][C:10]=1[O:16][CH3:17])=[CH2:8])[CH3:2].II.I[CH2:27]I.